This data is from Forward reaction prediction with 1.9M reactions from USPTO patents (1976-2016). The task is: Predict the product of the given reaction. (1) Given the reactants O.C(=O)([O-])[O-].[Na+].[Na+].Cl[C:9]1[CH:10]=[CH:11][C:12](=[O:30])[N:13]([CH2:15][CH2:16][O:17][C:18]2[C:27]3[C:22](=[CH:23][C:24]([O:28][CH3:29])=[CH:25][CH:26]=3)[N:21]=[CH:20][CH:19]=2)[N:14]=1.[S:31]1[C:35](B(O)O)=[CH:34][C:33]2[CH:39]=[CH:40][CH:41]=[CH:42][C:32]1=2, predict the reaction product. The product is: [S:31]1[C:35]([C:9]2[CH:10]=[CH:11][C:12](=[O:30])[N:13]([CH2:15][CH2:16][O:17][C:18]3[C:27]4[C:22](=[CH:23][C:24]([O:28][CH3:29])=[CH:25][CH:26]=4)[N:21]=[CH:20][CH:19]=3)[N:14]=2)=[CH:34][C:33]2[CH:39]=[CH:40][CH:41]=[CH:42][C:32]1=2. (2) Given the reactants [CH2:1]([N:3]1[C:10](=[O:11])[C:9]([CH3:13])([CH3:12])[CH2:8][C@H:4]1[C:5]([OH:7])=O)[CH3:2].ON1C2C=CC=CC=2N=N1.Cl.CN(C)CCCN=C=NCC.[Cl:36][C:37]1[CH:42]=[C:41]([F:43])[CH:40]=[CH:39][C:38]=1[CH2:44][NH2:45].C(N(C(C)C)CC)(C)C, predict the reaction product. The product is: [Cl:36][C:37]1[CH:42]=[C:41]([F:43])[CH:40]=[CH:39][C:38]=1[CH2:44][NH:45][C:5](=[O:7])[C@@H:4]1[CH2:8][C:9]([CH3:13])([CH3:12])[C:10](=[O:11])[N:3]1[CH2:1][CH3:2].